This data is from Full USPTO retrosynthesis dataset with 1.9M reactions from patents (1976-2016). The task is: Predict the reactants needed to synthesize the given product. (1) Given the product [Cl:1][C:2]1[CH:7]=[CH:6][C:5]([C@@H:8]([N:10]2[C:25]([CH3:26])=[N:28][N:29]=[C:11]2[C@H:13]2[CH2:17][CH2:16][CH2:15][N:14]2[C:18]([O:20][C:21]([CH3:24])([CH3:23])[CH3:22])=[O:19])[CH3:9])=[CH:4][CH:3]=1, predict the reactants needed to synthesize it. The reactants are: [Cl:1][C:2]1[CH:7]=[CH:6][C:5]([C@@H:8]([NH:10][C:11]([C@H:13]2[CH2:17][CH2:16][CH2:15][N:14]2[C:18]([O:20][C:21]([CH3:24])([CH3:23])[CH3:22])=[O:19])=S)[CH3:9])=[CH:4][CH:3]=1.[C:25]([NH:28][NH2:29])(=O)[CH3:26]. (2) Given the product [C:28]1([CH3:38])[CH:29]=[CH:30][C:31]([S:34]([OH:37])(=[O:35])=[O:36])=[CH:32][CH:33]=1.[C:21]1([C:18]2[N:17]=[N:16][C:15]([N:11]3[CH2:10][C@H:9]4[C@H:13]([CH2:14][NH:8]4)[CH2:12]3)=[CH:20][CH:19]=2)[CH:22]=[CH:23][CH:24]=[CH:25][CH:26]=1, predict the reactants needed to synthesize it. The reactants are: C(OC([N:8]1[CH2:14][C@H:13]2[C@@H:9]1[CH2:10][N:11]([C:15]1[N:16]=[N:17][C:18]([C:21]3[CH:26]=[CH:25][CH:24]=[CH:23][CH:22]=3)=[CH:19][CH:20]=1)[CH2:12]2)=O)(C)(C)C.O.[C:28]1([CH3:38])[CH:33]=[CH:32][C:31]([S:34]([OH:37])(=[O:36])=[O:35])=[CH:30][CH:29]=1. (3) The reactants are: [Br:1][C:2]1[CH:7]=[CH:6][C:5]([NH:8]N)=[CH:4][CH:3]=1.[CH:10](=O)[CH:11]([CH3:13])[CH3:12].[BH-](OC(C)=O)(OC(C)=O)OC(C)=O.[Na+]. Given the product [Br:1][C:2]1[CH:7]=[C:6]2[C:5](=[CH:4][CH:3]=1)[NH:8][CH2:10][C:11]2([CH3:13])[CH3:12], predict the reactants needed to synthesize it. (4) Given the product [Si:1]([O:8][CH2:9][CH2:10][N:11]([CH2:44][CH:51]1[CH2:46][CH2:45]1)[C:12]([C:14]1[C:19]([O:20][CH2:21][C:22]2[CH:27]=[CH:26][CH:25]=[CH:24][CH:23]=2)=[C:18]([OH:28])[N:17]=[C:16]([CH2:29][C:30]2([N:35]3[C:39]4=[N:40][CH:41]=[CH:42][CH:43]=[C:38]4[CH:37]=[CH:36]3)[CH2:31][CH2:32][CH2:33][CH2:34]2)[N:15]=1)=[O:13])([C:4]([CH3:5])([CH3:6])[CH3:7])([CH3:3])[CH3:2], predict the reactants needed to synthesize it. The reactants are: [Si:1]([O:8][CH2:9][CH2:10][N:11]([CH3:44])[C:12]([C:14]1[C:19]([O:20][CH2:21][C:22]2[CH:27]=[CH:26][CH:25]=[CH:24][CH:23]=2)=[C:18]([OH:28])[N:17]=[C:16]([CH2:29][C:30]2([N:35]3[C:39]4=[N:40][CH:41]=[CH:42][CH:43]=[C:38]4[CH:37]=[CH:36]3)[CH2:34][CH2:33][CH2:32][CH2:31]2)[N:15]=1)=[O:13])([C:4]([CH3:7])([CH3:6])[CH3:5])([CH3:3])[CH3:2].[CH2:45](OC1C(C(O)=O)=NC(CC2(N3C4=NC=CC=C4C=C3)CCCC2)=NC=1O)[C:46]1[CH:51]=CC=CC=1.[Si](OCCNCC1CC1)(C(C)(C)C)(C)C. (5) Given the product [CH3:1][O:2][CH2:3][C:4]1[C:8]([C:9]([O:11][CH3:12])=[O:10])=[CH:7][N:6]([C:14]2[CH:19]=[CH:18][C:17]([C:20]([F:23])([F:22])[F:21])=[CH:16][N:15]=2)[N:5]=1, predict the reactants needed to synthesize it. The reactants are: [CH3:1][O:2][CH2:3][C:4]1[C:8]([C:9]([O:11][CH3:12])=[O:10])=[CH:7][NH:6][N:5]=1.Cl[C:14]1[CH:19]=[CH:18][C:17]([C:20]([F:23])([F:22])[F:21])=[CH:16][N:15]=1. (6) The reactants are: [F:1][C:2]1[CH:3]=[C:4]([S:8]([NH:11][C@H:12]([CH2:16][C:17]2[CH:22]=[CH:21][C:20]([OH:23])=[CH:19][CH:18]=2)[C:13]([OH:15])=[O:14])(=[O:10])=[O:9])[CH:5]=[CH:6][CH:7]=1.C(OC(=O)[C@H](CC1C=CC(O)=CC=1)N)(C)(C)C. Given the product [F:1][C:2]1[CH:3]=[C:4]([S:8]([NH:11][C@@H:12]([CH2:16][C:17]2[CH:18]=[CH:19][C:20]([OH:23])=[CH:21][CH:22]=2)[C:13]([OH:15])=[O:14])(=[O:9])=[O:10])[CH:5]=[CH:6][CH:7]=1, predict the reactants needed to synthesize it.